Dataset: Reaction yield outcomes from USPTO patents with 853,638 reactions. Task: Predict the reaction yield, written as a fraction of the theoretical maximum amount of product (1.0 means a 100% yield; for example, 0.34 means a 34% yield). The reactants are [H-].[Na+].[Br:3][C:4]1[CH:5]=[C:6]2[C:10](=[CH:11][CH:12]=1)[NH:9][N:8]=[C:7]2[CH:13]=[O:14].[CH3:15][Si:16]([CH2:19][CH2:20][O:21][CH2:22]Cl)([CH3:18])[CH3:17]. The catalyst is CN(C=O)C. The product is [Br:3][C:4]1[CH:5]=[C:6]2[C:10](=[CH:11][CH:12]=1)[N:9]([CH2:22][O:21][CH2:20][CH2:19][Si:16]([CH3:18])([CH3:17])[CH3:15])[N:8]=[C:7]2[CH:13]=[O:14]. The yield is 1.00.